From a dataset of NCI-60 drug combinations with 297,098 pairs across 59 cell lines. Regression. Given two drug SMILES strings and cell line genomic features, predict the synergy score measuring deviation from expected non-interaction effect. Drug 1: C(=O)(N)NO. Drug 2: C1=NC2=C(N=C(N=C2N1C3C(C(C(O3)CO)O)F)Cl)N. Cell line: SF-295. Synergy scores: CSS=1.06, Synergy_ZIP=-5.50, Synergy_Bliss=-8.28, Synergy_Loewe=-6.99, Synergy_HSA=-6.81.